Task: Predict the reactants needed to synthesize the given product.. Dataset: Full USPTO retrosynthesis dataset with 1.9M reactions from patents (1976-2016) (1) The reactants are: [CH3:1][C:2]1[N:3]([C:8]2[CH:13]=[C:12]([F:14])[C:11]([C:15]3(O)[CH2:20][CH2:19][S:18][CH2:17][CH2:16]3)=[C:10]([F:22])[CH:9]=2)[C:4]([CH3:7])=[CH:5][CH:6]=1.O.C1(C)C=CC(S(O)(=O)=O)=CC=1. Given the product [S:18]1[CH2:17][CH:16]=[C:15]([C:11]2[C:12]([F:14])=[CH:13][C:8]([N:3]3[C:2]([CH3:1])=[CH:6][CH:5]=[C:4]3[CH3:7])=[CH:9][C:10]=2[F:22])[CH2:20][CH2:19]1, predict the reactants needed to synthesize it. (2) The reactants are: O=[CH:2][C@@H:3]([C@H:5]([C@@H:7]([C@@H:9]([CH2:11][OH:12])[OH:10])[OH:8])[OH:6])[OH:4].[F:13][C:14]([F:25])([F:24])[C:15]1[CH:20]=[CH:19][C:18]([CH2:21][CH2:22][NH2:23])=[CH:17][CH:16]=1.Cl.[H][H]. Given the product [F:13][C:14]([F:24])([F:25])[C:15]1[CH:16]=[CH:17][C:18]([CH2:21][CH2:22][NH:23][CH2:2][C@@H:3]([C@H:5]([C@@H:7]([C@@H:9]([CH2:11][OH:12])[OH:10])[OH:8])[OH:6])[OH:4])=[CH:19][CH:20]=1, predict the reactants needed to synthesize it. (3) Given the product [Cl:1][C:2]1[C:9]([O:10][CH3:11])=[C:8]([O:12][CH3:13])[CH:7]=[C:6]([N+:14]([O-:16])=[O:15])[C:3]=1[C:4]([OH:17])=[O:5], predict the reactants needed to synthesize it. The reactants are: [Cl:1][C:2]1[C:9]([O:10][CH3:11])=[C:8]([O:12][CH3:13])[CH:7]=[C:6]([N+:14]([O-:16])=[O:15])[C:3]=1[CH:4]=[O:5].[O-:17][Mn](=O)(=O)=O.[K+]. (4) The reactants are: [Si](C=[N+]=[N-])(C)(C)[CH3:2].[C:8]([O:12][C:13]([NH:15][CH:16]([CH2:20][C:21]1[CH:26]=[CH:25][C:24]([OH:27])=[CH:23][C:22]=1[F:28])[C:17]([OH:19])=[O:18])=[O:14])([CH3:11])([CH3:10])[CH3:9]. Given the product [CH3:2][O:18][C:17](=[O:19])[CH:16]([NH:15][C:13]([O:12][C:8]([CH3:11])([CH3:9])[CH3:10])=[O:14])[CH2:20][C:21]1[CH:26]=[CH:25][C:24]([OH:27])=[CH:23][C:22]=1[F:28], predict the reactants needed to synthesize it. (5) The reactants are: [Br:1][C:2]1[CH:3]=[CH:4][C:5]([CH3:12])=[C:6]([CH:11]=1)[C:7]([O:9][CH3:10])=[O:8].[Br:13]N1C(=O)CCC1=O. Given the product [Br:1][C:2]1[CH:3]=[CH:4][C:5]([CH2:12][Br:13])=[C:6]([CH:11]=1)[C:7]([O:9][CH3:10])=[O:8], predict the reactants needed to synthesize it. (6) Given the product [CH2:1]([N:5]1[C:14]2[C:9](=[CH:10][CH:11]=[CH:12][N:13]=2)[C:8]([OH:15])=[CH:7][C:6]1=[O:21])[CH2:2][CH2:3][CH3:4], predict the reactants needed to synthesize it. The reactants are: [CH2:1]([N:5]1[C:14]2[C:9](=[CH:10][CH:11]=[CH:12][N:13]=2)[C:8]([OH:15])=[C:7](C(OCC)=O)[C:6]1=[O:21])[CH2:2][CH2:3][CH3:4].Cl. (7) Given the product [CH3:32][O:31][C:30]1[C:15]2[C:14]([N:11]3[CH2:12][CH2:13][NH:8][CH2:9][CH2:10]3)=[N:19][C:18]([C:20]3[CH:25]=[CH:24][N:23]=[C:22]([NH:42][C:35]4[CH:36]=[C:37]([F:41])[C:38]([F:40])=[CH:39][C:34]=4[F:33])[CH:21]=3)=[N:17][C:16]=2[CH:27]=[N:28][CH:29]=1, predict the reactants needed to synthesize it. The reactants are: C(OC([N:8]1[CH2:13][CH2:12][N:11]([C:14]2[C:15]3[C:30]([O:31][CH3:32])=[CH:29][N:28]=[CH:27][C:16]=3[N:17]=[C:18]([C:20]3[CH:25]=[CH:24][N:23]=[C:22](Cl)[CH:21]=3)[N:19]=2)[CH2:10][CH2:9]1)=O)(C)(C)C.[F:33][C:34]1[CH:39]=[C:38]([F:40])[C:37]([F:41])=[CH:36][C:35]=1[NH2:42]. (8) Given the product [F:34][C:35]1[CH:36]=[C:37]([CH2:42][C:43]([CH3:47])([CH3:46])[CH2:44][CH:12]=[O:13])[CH:38]=[CH:39][C:40]=1[CH3:41], predict the reactants needed to synthesize it. The reactants are: C[Si]([N-][Si](C)(C)C)(C)C.[Li+].[Cl-].[CH3:12][O:13]C[P+](C1C=CC=CC=1)(C1C=CC=CC=1)C1C=CC=CC=1.[F:34][C:35]1[CH:36]=[C:37]([CH2:42][C:43]([CH3:47])([CH3:46])[CH:44]=O)[CH:38]=[CH:39][C:40]=1[CH3:41].Cl. (9) Given the product [CH2:12]1[C:11]2([CH2:14][CH2:15][CH:16]([NH:19][C:20]3[CH:25]=[CH:24][C:23]([Cl:26])=[C:22]([Cl:27])[CH:21]=3)[CH2:17][CH2:18]2)[CH2:10][CH2:9][NH:8][CH2:13]1, predict the reactants needed to synthesize it. The reactants are: C(OC([N:8]1[CH2:13][CH2:12][C:11]2([CH2:18][CH2:17][CH:16]([NH:19][C:20]3[CH:25]=[CH:24][C:23]([Cl:26])=[C:22]([Cl:27])[CH:21]=3)[CH2:15][CH2:14]2)[CH2:10][CH2:9]1)=O)(C)(C)C.FC(F)(F)C(O)=O.O.[OH-].[Na+]. (10) Given the product [C:21]([C:20]1[CH:19]=[N:18][N:17]2[CH:24]=[C:25]([C:27]3[O:28][N:48]=[C:46]([CH3:47])[N:45]=3)[CH:26]=[C:16]2[C:15]=1[NH:14][C@H:10]1[C@@H:11]([CH3:13])[CH2:12][N:8]([C:6]([O:5][C:1]([CH3:3])([CH3:4])[CH3:2])=[O:7])[CH2:9]1)(=[O:23])[NH2:22], predict the reactants needed to synthesize it. The reactants are: [C:1]([O:5][C:6]([N:8]1[CH2:12][C@H:11]([CH3:13])[C@H:10]([NH:14][C:15]2[C:16]3[N:17]([CH:24]=[C:25]([C:27](O)=[O:28])[CH:26]=3)[N:18]=[CH:19][C:20]=2[C:21](=[O:23])[NH2:22])[CH2:9]1)=[O:7])([CH3:4])([CH3:3])[CH3:2].C(Cl)CCl.ON1C2C=CC=CC=2N=N1.O/[N:45]=[C:46](\[NH2:48])/[CH3:47].